The task is: Predict the reactants needed to synthesize the given product.. This data is from Retrosynthesis with 50K atom-mapped reactions and 10 reaction types from USPTO. (1) The reactants are: Cc1onc(-c2ncc(Cl)cc2Cl)c1C(=O)O.NC1CCCC(CNC(=O)OCc2ccccc2)C1. Given the product Cc1onc(-c2ncc(Cl)cc2Cl)c1C(=O)NC1CCCC(CNC(=O)OCc2ccccc2)C1, predict the reactants needed to synthesize it. (2) Given the product CN(C[C@H](O)[C@@H](O)[C@H](O)[C@H](O)CO)c1nccc(-c2ccc(C(=O)NCCc3ccc4[nH]cc(C#N)c4c3)cc2)n1, predict the reactants needed to synthesize it. The reactants are: CNC[C@H](O)[C@@H](O)[C@H](O)[C@H](O)CO.N#Cc1c[nH]c2ccc(CCNC(=O)c3ccc(-c4ccnc(Cl)n4)cc3)cc12. (3) The reactants are: CN1CCN(C(=O)c2[nH]c3ccccc3c2C=O)CC1. Given the product CN1CCN(C(=O)c2[nH]c3ccccc3c2CO)CC1, predict the reactants needed to synthesize it. (4) Given the product COC(=O)c1ccc(S(=O)(=O)Nc2ccc(F)c(F)c2Nc2ccc(I)cc2F)n1C, predict the reactants needed to synthesize it. The reactants are: COC(=O)c1ccc(S(=O)(=O)Cl)n1C.Nc1ccc(F)c(F)c1Nc1ccc(I)cc1F. (5) The reactants are: CCOC(=O)c1cn2ncc(C#N)c(Cl)c2c1C.Nc1ccc(Oc2ccccc2)cc1. Given the product CCOC(=O)c1cn2ncc(C#N)c(Nc3ccc(Oc4ccccc4)cc3)c2c1C, predict the reactants needed to synthesize it. (6) Given the product CC(=O)Nc1cccc(C2=NNC(=O)C3CC23)c1, predict the reactants needed to synthesize it. The reactants are: CC(=O)Cl.Nc1cccc(C2=NNC(=O)C3CC23)c1. (7) Given the product OC[C@@H](O)[C@@H](O)[C@H](O)[C@@H](O)CNC1CCCCC1, predict the reactants needed to synthesize it. The reactants are: NC1CCCCC1.O=C[C@H](O)[C@@H](O)[C@H](O)[C@H](O)CO.